This data is from Catalyst prediction with 721,799 reactions and 888 catalyst types from USPTO. The task is: Predict which catalyst facilitates the given reaction. (1) Reactant: [NH2:1][C:2]1[CH:7]=[CH:6][C:5]([Br:8])=[CH:4][C:3]=1[C:9]([C:11]1[CH:16]=[CH:15][CH:14]=[C:13]([O:17][CH3:18])[C:12]=1[Cl:19])=[O:10].[BH4-].[Na+]. Product: [NH2:1][C:2]1[CH:7]=[CH:6][C:5]([Br:8])=[CH:4][C:3]=1[CH:9]([C:11]1[CH:16]=[CH:15][CH:14]=[C:13]([O:17][CH3:18])[C:12]=1[Cl:19])[OH:10]. The catalyst class is: 5. (2) Reactant: [CH3:1][C@H:2]1[C@@H:7]2[CH2:8][CH2:9][C:10]([CH3:12])=[CH:11][C@@H:6]2[C@H:5]([C:13]([C:15](O)=[O:16])=[CH2:14])[CH2:4][CH2:3]1.[H-].[H-].[H-].[H-].[Li+].[Al+3]. Product: [CH3:1][C@H:2]1[C@@H:7]2[CH2:8][CH2:9][C:10]([CH3:12])=[CH:11][C@@H:6]2[C@H:5]([C:13]([CH2:15][OH:16])=[CH2:14])[CH2:4][CH2:3]1. The catalyst class is: 1. (3) Reactant: [Br:1][C:2]1[CH:7]=[C:6]([N+]([O-])=O)[CH:5]=[C:4]([Br:11])[CH:3]=1.[OH-].[K+].CN(C)[C:16](=[O:20])N(C)C. Product: [Br:1][C:2]1[CH:7]=[C:6]([O:20][CH2:16][C:2]2[CH:7]=[CH:6][CH:5]=[CH:4][CH:3]=2)[CH:5]=[C:4]([Br:11])[CH:3]=1. The catalyst class is: 689. (4) Reactant: [N+:1]([C:4]1[CH:5]=[CH:6][C:7]([S:10][CH2:11][C:12]2[CH:13]=[N:14][CH:15]=[CH:16][CH:17]=2)=[N:8][CH:9]=1)([O-])=O. Product: [N:14]1[CH:15]=[CH:16][CH:17]=[C:12]([CH2:11][S:10][C:7]2[N:8]=[CH:9][C:4]([NH2:1])=[CH:5][CH:6]=2)[CH:13]=1. The catalyst class is: 15. (5) Reactant: [Br:1][C:2]1[CH:10]=[C:9]2[C:5]([CH:6]=[N:7][N:8]2C(=O)C)=[CH:4][CH:3]=1.[OH-].[Na+]. Product: [Br:1][C:2]1[CH:10]=[C:9]2[C:5]([CH:6]=[N:7][NH:8]2)=[CH:4][CH:3]=1. The catalyst class is: 24.